Dataset: Catalyst prediction with 721,799 reactions and 888 catalyst types from USPTO. Task: Predict which catalyst facilitates the given reaction. (1) Reactant: [F:1][C:2]1[C:3]([NH:27][C:28]2[CH:33]=[CH:32][C:31]([I:34])=[CH:30][C:29]=2[F:35])=[C:4]([CH:12]=[C:13](/[CH:16]=[N:17]/[O:18][CH2:19][CH2:20][NH:21][C:22](=[O:26])[CH:23]([CH3:25])[CH3:24])[C:14]=1[F:15])[C:5]([NH:7][O:8][CH2:9][CH2:10][OH:11])=[O:6].ClC(Cl)C(O)=O.O.C(=O)(O)[O-].[Na+]. Product: [F:1][C:2]1[C:3]([NH:27][C:28]2[CH:33]=[CH:32][C:31]([I:34])=[CH:30][C:29]=2[F:35])=[C:4]([CH:12]=[C:13]([CH2:16][NH:17][O:18][CH2:19][CH2:20][NH:21][C:22](=[O:26])[CH:23]([CH3:25])[CH3:24])[C:14]=1[F:15])[C:5]([NH:7][O:8][CH2:9][CH2:10][OH:11])=[O:6]. The catalyst class is: 2. (2) Reactant: CN(C)C=O.[OH:6][C:7]1[CH:8]=[C:9]2[C:13](=[CH:14][CH:15]=1)[NH:12][CH:11]=[CH:10]2.C(=O)([O-])[O-].[K+].[K+].[CH2:22]([O:29][C:30]1[CH:35]=[CH:34][C:33]([C:36]2[N:45]([CH2:46][O:47][CH2:48][CH2:49][Si:50]([CH3:53])([CH3:52])[CH3:51])[C:39]3[N:40]=[CH:41][N:42]=[C:43](Cl)[C:38]=3[CH:37]=2)=[CH:32][CH:31]=1)[C:23]1[CH:28]=[CH:27][CH:26]=[CH:25][CH:24]=1. Product: [CH2:22]([O:29][C:30]1[CH:31]=[CH:32][C:33]([C:36]2[N:45]([CH2:46][O:47][CH2:48][CH2:49][Si:50]([CH3:53])([CH3:52])[CH3:51])[C:39]3[N:40]=[CH:41][N:42]=[C:43]([O:6][C:7]4[CH:8]=[C:9]5[C:13](=[CH:14][CH:15]=4)[NH:12][CH:11]=[CH:10]5)[C:38]=3[CH:37]=2)=[CH:34][CH:35]=1)[C:23]1[CH:24]=[CH:25][CH:26]=[CH:27][CH:28]=1. The catalyst class is: 6. (3) Reactant: [F:1][C:2]1[CH:7]=[C:6]([I:8])[CH:5]=[CH:4][C:3]=1[NH:9][C:10]1[N:15]([CH3:16])[C:14](=[O:17])[C:13]2[N:18]=[C:19]([CH3:21])[O:20][C:12]=2[C:11]=1[C:22]([O:24]C)=[O:23].CO.O.C([O-])([O-])=O.[K+].[K+]. Product: [F:1][C:2]1[CH:7]=[C:6]([I:8])[CH:5]=[CH:4][C:3]=1[NH:9][C:10]1[N:15]([CH3:16])[C:14](=[O:17])[C:13]2[N:18]=[C:19]([CH3:21])[O:20][C:12]=2[C:11]=1[C:22]([OH:24])=[O:23]. The catalyst class is: 1. (4) The catalyst class is: 1. Reactant: [OH:1][C:2]([CH3:7])([CH3:6])[C:3]([OH:5])=[O:4].[H-].[Na+].Br[CH2:11][C:12]1[CH:17]=[CH:16][CH:15]=[CH:14][CH:13]=1. Product: [OH:1][C:2]([CH3:7])([CH3:6])[C:3]([O:5][CH2:11][C:12]1[CH:17]=[CH:16][CH:15]=[CH:14][CH:13]=1)=[O:4]. (5) Reactant: [H-].[Al+3].[Li+].[H-].[H-].[H-].CO[C:9]([NH:11][C@@H:12]([C:14]1[CH:23]=[CH:22][C:21]2[C:16](=[CH:17][CH:18]=[CH:19][CH:20]=2)[CH:15]=1)[CH3:13])=O. Product: [CH3:9][NH:11][C@@H:12]([C:14]1[CH:23]=[CH:22][C:21]2[C:16](=[CH:17][CH:18]=[CH:19][CH:20]=2)[CH:15]=1)[CH3:13]. The catalyst class is: 1. (6) Reactant: [CH3:1][N:2]1[CH2:7][CH2:6][N:5]([CH2:8][C:9]2([C:15]3[CH:20]=[CH:19][CH:18]=[CH:17][CH:16]=3)[CH2:14][CH2:13][NH:12][CH2:11][CH2:10]2)[CH2:4][CH2:3]1.[C:21]1([CH:27]([N:34]=[C:35]=[O:36])[C:28]2[CH:33]=[CH:32][CH:31]=[CH:30][CH:29]=2)[CH:26]=[CH:25][CH:24]=[CH:23][CH:22]=1. Product: [CH:27]([NH:34][C:35]([N:12]1[CH2:11][CH2:10][C:9]([CH2:8][N:5]2[CH2:6][CH2:7][N:2]([CH3:1])[CH2:3][CH2:4]2)([C:15]2[CH:20]=[CH:19][CH:18]=[CH:17][CH:16]=2)[CH2:14][CH2:13]1)=[O:36])([C:28]1[CH:29]=[CH:30][CH:31]=[CH:32][CH:33]=1)[C:21]1[CH:26]=[CH:25][CH:24]=[CH:23][CH:22]=1. The catalyst class is: 2. (7) Reactant: [CH3:1][N:2]1[CH2:7][CH2:6][N:5]([CH:8]([C:12]2[C:21]3[C:16](=[CH:17][CH:18]=[CH:19][CH:20]=3)[CH:15]=[CH:14][CH:13]=2)[C:9](O)=[O:10])[CH2:4][CH2:3]1.CCN(C(C)C)C(C)C.CN(C(ON1N=NC2C=CC=CC1=2)=[N+](C)C)C.[B-](F)(F)(F)F.[Cl:53][C:54]1[CH:55]=[C:56]([CH:59]=[C:60]([Cl:62])[CH:61]=1)[CH2:57][NH2:58]. Product: [Cl:53][C:54]1[CH:55]=[C:56]([CH2:57][NH:58][C:9](=[O:10])[CH:8]([N:5]2[CH2:4][CH2:3][N:2]([CH3:1])[CH2:7][CH2:6]2)[C:12]2[C:21]3[C:16](=[CH:17][CH:18]=[CH:19][CH:20]=3)[CH:15]=[CH:14][CH:13]=2)[CH:59]=[C:60]([Cl:62])[CH:61]=1. The catalyst class is: 31.